Dataset: Aqueous solubility values for 9,982 compounds from the AqSolDB database. Task: Regression/Classification. Given a drug SMILES string, predict its absorption, distribution, metabolism, or excretion properties. Task type varies by dataset: regression for continuous measurements (e.g., permeability, clearance, half-life) or binary classification for categorical outcomes (e.g., BBB penetration, CYP inhibition). For this dataset (solubility_aqsoldb), we predict Y. (1) The compound is c1ccc(-c2cnc(-c3ccccc3)o2)cc1. The Y is -5.55 log mol/L. (2) The compound is CCCOC(C)C. The Y is -1.34 log mol/L. (3) The Y is -5.38 log mol/L. The drug is Clc1ccc(CSC(Cn2cncn2)=Nc2ccc(Cl)cc2Cl)cc1. (4) The compound is C/C(Cl)=C/Cl. The Y is -1.61 log mol/L. (5) The drug is CCOC(=O)CN(C(=O)CCl)c1c(CC)cccc1CC. The Y is -3.47 log mol/L. (6) The compound is COC(=O)C(C)Oc1ccc(Oc2ccc(Cl)cc2Cl)cc1. The Y is -3.83 log mol/L. (7) The drug is CCCS. The Y is -1.60 log mol/L.